From a dataset of Full USPTO retrosynthesis dataset with 1.9M reactions from patents (1976-2016). Predict the reactants needed to synthesize the given product. (1) The reactants are: [Br:1][C:2]1[CH:9]=[C:8]([F:10])[C:5]([C:6]#[N:7])=[C:4](F)[CH:3]=1.Cl.[NH2:13][C@H:14]1[CH2:18][CH2:17][CH2:16][C@@H:15]1[OH:19].CCN(C(C)C)C(C)C.[NH4+].[Cl-]. Given the product [Br:1][C:2]1[CH:3]=[C:4]([NH:13][C@H:14]2[CH2:18][CH2:17][CH2:16][C@@H:15]2[OH:19])[C:5]([C:6]#[N:7])=[C:8]([F:10])[CH:9]=1, predict the reactants needed to synthesize it. (2) Given the product [Cl:1][C:2]1[CH:3]=[C:4]([CH:9]2[CH2:13][N:12]([C:14]([CH:16]3[CH2:21][CH2:20][N:19]([CH2:41][C:40]([F:42])=[CH2:39])[CH2:18][CH2:17]3)=[O:15])[CH2:11][CH:10]2[N:22]([CH3:37])[C:23](=[O:36])[C:24]2[CH:29]=[CH:28][C:27]([O:30][CH3:31])=[C:26]([C:32]([F:33])([F:34])[F:35])[CH:25]=2)[CH:5]=[CH:6][C:7]=1[Cl:8], predict the reactants needed to synthesize it. The reactants are: [Cl:1][C:2]1[CH:3]=[C:4]([CH:9]2[CH2:13][N:12]([C:14]([CH:16]3[CH2:21][CH2:20][NH:19][CH2:18][CH2:17]3)=[O:15])[CH2:11][CH:10]2[N:22]([CH3:37])[C:23](=[O:36])[C:24]2[CH:29]=[CH:28][C:27]([O:30][CH3:31])=[C:26]([C:32]([F:35])([F:34])[F:33])[CH:25]=2)[CH:5]=[CH:6][C:7]=1[Cl:8].Cl[CH2:39][C:40]([F:42])=[CH2:41]. (3) Given the product [CH2:1]([O:3][C:4]([C:5]1[C:10](=[O:11])[C:12]2[C:17](=[CH:16][CH:15]=[CH:14][N:13]=2)[N:7]([CH2:9][C:41]2[CH:40]=[CH:39][CH:38]=[CH:37][C:36]=2[C:28]2[CH:29]=[CH:30][CH:31]=[CH:32][CH:33]=2)[CH:6]=1)=[O:19])[CH3:2], predict the reactants needed to synthesize it. The reactants are: [CH2:1]([O:3][C:4](=[O:19])[C:5]([C:10]([C:12]1[C:17](F)=[CH:16][CH:15]=[CH:14][N:13]=1)=[O:11])=[CH:6][N:7]([CH3:9])C)[CH3:2].[O-]P([O-])([O-])=O.[K+].[K+].[K+].[C:28]1([C:36]2[CH:41]=[CH:40][CH:39]=[CH:38][CH:37]=2)[CH:33]=[CH:32][CH:31]=[CH:30][C:29]=1CN.